From a dataset of Reaction yield outcomes from USPTO patents with 853,638 reactions. Predict the reaction yield, written as a fraction of the theoretical maximum amount of product (1.0 means a 100% yield; for example, 0.34 means a 34% yield). (1) The reactants are [CH3:1][C:2]1[C:15]2[C:14](=O)[C:13]3[C:8](=[CH:9][CH:10]=[CH:11][CH:12]=3)[C:7](=O)[C:6]=2[C:5]([CH3:18])=[CH:4][CH:3]=1.[BH4-].[Na+]. The catalyst is C(O)(C)C. The product is [CH3:18][C:5]1[C:6]2[C:15](=[CH:14][C:13]3[C:8]([CH:7]=2)=[CH:9][CH:10]=[CH:11][CH:12]=3)[C:2]([CH3:1])=[CH:3][CH:4]=1. The yield is 0.920. (2) The product is [F:1][C:2]([F:7])([F:6])[C:3]([OH:5])=[O:4].[F:8][C:9]([F:14])([F:13])[C:10]([OH:12])=[O:11].[Cl:50][C:34]1[CH:35]=[N:36][C:37]2[NH:38][C:39]3[CH:40]=[CH:41][CH:42]=[C:43]([CH:48]=3)[CH2:44][CH2:45][C:46]3[CH:47]=[C:31]([NH:32][C:33]=1[N:49]=2)[CH:30]=[CH:29][C:28]=3[N:25]1[CH2:26][CH2:27][N:22]([C:20]([NH2:19])=[O:21])[CH2:23][CH2:24]1. The reactants are [F:1][C:2]([F:7])([F:6])[C:3]([OH:5])=[O:4].[F:8][C:9]([F:14])([F:13])[C:10]([OH:12])=[O:11].C([NH:19][C:20]([N:22]1[CH2:27][CH2:26][N:25]([C:28]2[CH:29]=[CH:30][C:31]3[NH:32][C:33]4[N:49]=[C:37]([NH:38][C:39]5[CH:40]=[CH:41][CH:42]=[C:43]([CH:48]=5)[CH2:44][CH2:45][C:46]=2[CH:47]=3)[N:36]=[CH:35][C:34]=4[Cl:50])[CH2:24][CH2:23]1)=[O:21])(C)(C)C. The catalyst is FC(F)(F)C(O)=O. The yield is 0.720.